Dataset: Catalyst prediction with 721,799 reactions and 888 catalyst types from USPTO. Task: Predict which catalyst facilitates the given reaction. (1) Reactant: [CH3:1][C:2]1[CH:7]=[C:6]([NH2:8])[CH:5]=[CH:4][N:3]=1.C[Al](C)C.[F:13][C:14]1[CH:15]=[C:16]([N:21]2[C:25]([CH3:26])=[C:24]([C:27](OCC)=[O:28])[N:23]=[N:22]2)[CH:17]=[CH:18][C:19]=1[F:20]. Product: [F:13][C:14]1[CH:15]=[C:16]([N:21]2[C:25]([CH3:26])=[C:24]([C:27]([NH:8][C:6]3[CH:5]=[CH:4][N:3]=[C:2]([CH3:1])[CH:7]=3)=[O:28])[N:23]=[N:22]2)[CH:17]=[CH:18][C:19]=1[F:20]. The catalyst class is: 12. (2) Reactant: [Cl:1][C:2]1[CH:7]=[CH:6][C:5]([N:8]=[C:9]=[O:10])=[CH:4][CH:3]=1.[NH2:11][C:12]1[CH:13]=[C:14]([C:18]([C:20]2[C:28]3[CH:27]=[N:26][CH:25]=[N:24][C:23]=3[N:22]([CH3:29])[CH:21]=2)=[O:19])[CH:15]=[N:16][CH:17]=1. Product: [Cl:1][C:2]1[CH:7]=[CH:6][C:5]([NH:8][C:9]([NH:11][C:12]2[CH:17]=[N:16][CH:15]=[C:14]([C:18]([C:20]3[C:28]4[CH:27]=[N:26][CH:25]=[N:24][C:23]=4[N:22]([CH3:29])[CH:21]=3)=[O:19])[CH:13]=2)=[O:10])=[CH:4][CH:3]=1. The catalyst class is: 17. (3) Reactant: [CH3:1][O:2][C:3]1[CH:30]=[C:29]([O:31][CH3:32])[CH:28]=[CH:27][C:4]=1[CH2:5][N:6]1[C:11](=[O:12])[C:10]2[CH:13]=[CH:14][N:15]=[CH:16][C:9]=2[N:8]=[C:7]1[CH2:17][O:18][C:19]1[CH:20]=[C:21]([CH:24]=[CH:25][CH:26]=1)C=O.C(O[BH-](O[C:43](=[O:45])[CH3:44])OC(=O)C)(=O)C.[Na+]. Product: [CH3:1][O:2][C:3]1[CH:30]=[C:29]([O:31][CH3:32])[CH:28]=[CH:27][C:4]=1[CH2:5][N:6]1[C:11](=[O:12])[C:10]2[CH:13]=[CH:14][N:15]=[CH:16][C:9]=2[N:8]=[C:7]1[CH2:17][O:18][C:19]1[CH:26]=[CH:25][CH:24]=[C:21]([CH2:7][NH:6][CH2:5][CH:4]2[CH2:44][CH2:43][O:45][CH2:30][CH2:3]2)[CH:20]=1. The catalyst class is: 4. (4) Reactant: C([Li])CCC.[I:6][C:7]1[CH:14]=C[C:10](C=O)=[CH:9][CH:8]=1.[C:15](OCC)(=[O:17])[CH3:16].[O:21]1[CH2:25][CH2:24][CH2:23][CH2:22]1. The catalyst class is: 81. Product: [CH2:15]([O:17][C:25](=[O:21])[CH:24]=[CH:23][C:22]1[CH:10]=[CH:9][CH:8]=[C:7]([I:6])[CH:14]=1)[CH3:16].